This data is from Reaction yield outcomes from USPTO patents with 853,638 reactions. The task is: Predict the reaction yield, written as a fraction of the theoretical maximum amount of product (1.0 means a 100% yield; for example, 0.34 means a 34% yield). (1) The reactants are [C:1]([C:5]1[CH:6]=[C:7]([NH2:10])[NH:8][N:9]=1)([CH3:4])([CH3:3])[CH3:2].I[C:12]1[CH:13]=[C:14]([OH:18])[CH:15]=[CH:16][CH:17]=1.CN[C@H]1CCCC[C@@H]1NC.C(=O)([O-])[O-].[K+].[K+]. The catalyst is C1(C)C=CC=CC=1.[Cu]I. The product is [NH2:10][C:7]1[N:8]([C:13]2[CH:12]=[CH:17][CH:16]=[CH:15][C:14]=2[OH:18])[N:9]=[C:5]([C:1]([CH3:4])([CH3:3])[CH3:2])[CH:6]=1. The yield is 0.860. (2) The reactants are Br[C:2]1[CH:7]=[CH:6][C:5]([C:8]2[N:12]([CH2:13][CH2:14][CH3:15])[C:11]3[CH:16]=[CH:17][CH:18]=[CH:19][C:10]=3[N:9]=2)=[CH:4][C:3]=1[Cl:20].[NH2:21][C:22]1[CH:23]=[N:24][C:25]([CH3:28])=[CH:26][CH:27]=1.C1C=CC(P(C2C(C3C(P(C4C=CC=CC=4)C4C=CC=CC=4)=CC=C4C=3C=CC=C4)=C3C(C=CC=C3)=CC=2)C2C=CC=CC=2)=CC=1.C([O-])([O-])=O.[K+].[K+]. The catalyst is C1(C)C=CC=CC=1.CCOC(C)=O.CC([O-])=O.CC([O-])=O.[Pd+2]. The product is [Cl:20][C:3]1[CH:4]=[C:5]([C:8]2[N:12]([CH2:13][CH2:14][CH3:15])[C:11]3[CH:16]=[CH:17][CH:18]=[CH:19][C:10]=3[N:9]=2)[CH:6]=[CH:7][C:2]=1[NH:21][C:22]1[CH:23]=[N:24][C:25]([CH3:28])=[CH:26][CH:27]=1. The yield is 0.510. (3) The reactants are C1CN([P+](ON2N=NC3C=CC=CC2=3)(N2CCCC2)N2CCCC2)CC1.F[P-](F)(F)(F)(F)F.C(N(CC)CC)C.[F:41][C:42]1[CH:47]=[CH:46][C:45]([C:48]2[N:53]=[N:52][C:51]([N:54]3[CH2:59][CH2:58][CH:57]([NH:60][CH3:61])[CH2:56][CH2:55]3)=[C:50]([CH3:62])[C:49]=2[CH3:63])=[CH:44][CH:43]=1.[CH3:64][O:65][C:66]1[CH:84]=[CH:83][C:69]([CH2:70][N:71]2[CH:75]=[C:74]([C:76](O)=[O:77])[C:73]([C:79]([F:82])([F:81])[F:80])=[N:72]2)=[CH:68][CH:67]=1. The catalyst is CN(C=O)C. The product is [F:41][C:42]1[CH:47]=[CH:46][C:45]([C:48]2[N:53]=[N:52][C:51]([N:54]3[CH2:59][CH2:58][CH:57]([N:60]([CH3:61])[C:76]([C:74]4[C:73]([C:79]([F:80])([F:81])[F:82])=[N:72][N:71]([CH2:70][C:69]5[CH:68]=[CH:67][C:66]([O:65][CH3:64])=[CH:84][CH:83]=5)[CH:75]=4)=[O:77])[CH2:56][CH2:55]3)=[C:50]([CH3:62])[C:49]=2[CH3:63])=[CH:44][CH:43]=1. The yield is 0.430. (4) The reactants are C1(COC([NH:11][CH2:12][CH2:13][C:14]2[CH:15]=[N:16][C:17]([CH2:20][CH2:21][NH:22]C(OCC3C=CC=CC=3)=O)=[CH:18][CH:19]=2)=O)C=CC=CC=1. The catalyst is [Pd]. The product is [NH2:22][CH2:21][CH2:20][C:17]1[N:16]=[CH:15][C:14]([CH2:13][CH2:12][NH2:11])=[CH:19][CH:18]=1. The yield is 0.550.